Dataset: Peptide-MHC class II binding affinity with 134,281 pairs from IEDB. Task: Regression. Given a peptide amino acid sequence and an MHC pseudo amino acid sequence, predict their binding affinity value. This is MHC class II binding data. (1) The peptide sequence is QLQPFPQPQLPY. The MHC is HLA-DQA10201-DQB10202 with pseudo-sequence HLA-DQA10201-DQB10202. The binding affinity (normalized) is 0.0759. (2) The peptide sequence is RLFDNAMLRAHRLHQ. The MHC is DRB1_0701 with pseudo-sequence DRB1_0701. The binding affinity (normalized) is 0.301.